This data is from NCI-60 drug combinations with 297,098 pairs across 59 cell lines. The task is: Regression. Given two drug SMILES strings and cell line genomic features, predict the synergy score measuring deviation from expected non-interaction effect. (1) Drug 1: C1CCN(CC1)CCOC2=CC=C(C=C2)C(=O)C3=C(SC4=C3C=CC(=C4)O)C5=CC=C(C=C5)O. Drug 2: C1=NC(=NC(=O)N1C2C(C(C(O2)CO)O)O)N. Cell line: LOX IMVI. Synergy scores: CSS=8.57, Synergy_ZIP=-6.56, Synergy_Bliss=-3.65, Synergy_Loewe=-6.49, Synergy_HSA=-1.25. (2) Drug 1: C1=CC(=CC=C1CC(C(=O)O)N)N(CCCl)CCCl.Cl. Drug 2: CC1=C(C(=O)C2=C(C1=O)N3CC4C(C3(C2COC(=O)N)OC)N4)N. Cell line: HL-60(TB). Synergy scores: CSS=77.0, Synergy_ZIP=-1.95, Synergy_Bliss=-6.00, Synergy_Loewe=-11.9, Synergy_HSA=-5.85. (3) Drug 1: CC1C(C(CC(O1)OC2CC(CC3=C2C(=C4C(=C3O)C(=O)C5=C(C4=O)C(=CC=C5)OC)O)(C(=O)C)O)N)O.Cl. Drug 2: CC(C1=C(C=CC(=C1Cl)F)Cl)OC2=C(N=CC(=C2)C3=CN(N=C3)C4CCNCC4)N. Cell line: OVCAR3. Synergy scores: CSS=20.1, Synergy_ZIP=-5.27, Synergy_Bliss=3.32, Synergy_Loewe=-16.2, Synergy_HSA=0.939. (4) Drug 1: CC1=C(N=C(N=C1N)C(CC(=O)N)NCC(C(=O)N)N)C(=O)NC(C(C2=CN=CN2)OC3C(C(C(C(O3)CO)O)O)OC4C(C(C(C(O4)CO)O)OC(=O)N)O)C(=O)NC(C)C(C(C)C(=O)NC(C(C)O)C(=O)NCCC5=NC(=CS5)C6=NC(=CS6)C(=O)NCCC[S+](C)C)O. Drug 2: CCC1(C2=C(COC1=O)C(=O)N3CC4=CC5=C(C=CC(=C5CN(C)C)O)N=C4C3=C2)O.Cl. Cell line: COLO 205. Synergy scores: CSS=72.7, Synergy_ZIP=4.36, Synergy_Bliss=0.675, Synergy_Loewe=5.97, Synergy_HSA=7.59. (5) Drug 1: CC1CCC2CC(C(=CC=CC=CC(CC(C(=O)C(C(C(=CC(C(=O)CC(OC(=O)C3CCCCN3C(=O)C(=O)C1(O2)O)C(C)CC4CCC(C(C4)OC)O)C)C)O)OC)C)C)C)OC. Cell line: A498. Drug 2: C#CCC(CC1=CN=C2C(=N1)C(=NC(=N2)N)N)C3=CC=C(C=C3)C(=O)NC(CCC(=O)O)C(=O)O. Synergy scores: CSS=44.4, Synergy_ZIP=1.70, Synergy_Bliss=1.31, Synergy_Loewe=-16.6, Synergy_HSA=1.45. (6) Drug 1: CCN(CC)CCCC(C)NC1=C2C=C(C=CC2=NC3=C1C=CC(=C3)Cl)OC. Drug 2: C1C(C(OC1N2C=NC3=C2NC=NCC3O)CO)O. Cell line: 786-0. Synergy scores: CSS=28.8, Synergy_ZIP=3.57, Synergy_Bliss=2.95, Synergy_Loewe=-4.37, Synergy_HSA=1.25. (7) Drug 1: CN(C)N=NC1=C(NC=N1)C(=O)N. Drug 2: CNC(=O)C1=NC=CC(=C1)OC2=CC=C(C=C2)NC(=O)NC3=CC(=C(C=C3)Cl)C(F)(F)F. Cell line: SR. Synergy scores: CSS=62.4, Synergy_ZIP=1.12, Synergy_Bliss=-0.918, Synergy_Loewe=-37.1, Synergy_HSA=0.440. (8) Drug 1: CC1=C(C=C(C=C1)NC(=O)C2=CC=C(C=C2)CN3CCN(CC3)C)NC4=NC=CC(=N4)C5=CN=CC=C5. Drug 2: CC1C(C(CC(O1)OC2CC(OC(C2O)C)OC3=CC4=CC5=C(C(=O)C(C(C5)C(C(=O)C(C(C)O)O)OC)OC6CC(C(C(O6)C)O)OC7CC(C(C(O7)C)O)OC8CC(C(C(O8)C)O)(C)O)C(=C4C(=C3C)O)O)O)O. Cell line: SNB-19. Synergy scores: CSS=47.8, Synergy_ZIP=2.35, Synergy_Bliss=1.97, Synergy_Loewe=-33.9, Synergy_HSA=-1.06. (9) Drug 1: CC1C(C(CC(O1)OC2CC(CC3=C2C(=C4C(=C3O)C(=O)C5=C(C4=O)C(=CC=C5)OC)O)(C(=O)C)O)N)O.Cl. Drug 2: C1=CN(C(=O)N=C1N)C2C(C(C(O2)CO)O)O.Cl. Cell line: SR. Synergy scores: CSS=59.8, Synergy_ZIP=-2.34, Synergy_Bliss=0.707, Synergy_Loewe=-8.49, Synergy_HSA=3.53.